This data is from Reaction yield outcomes from USPTO patents with 853,638 reactions. The task is: Predict the reaction yield, written as a fraction of the theoretical maximum amount of product (1.0 means a 100% yield; for example, 0.34 means a 34% yield). The reactants are [NH:1]1[CH:5]=[C:4]([C:6]2[CH:11]=[C:10]([O:12][C:13]3[C:18]([F:19])=[CH:17][C:16]([NH:20][C:21]([C:23]4[C:24](=[O:39])[N:25]([C:32]5[CH:37]=[CH:36][C:35]([F:38])=[CH:34][CH:33]=5)[CH:26]=[CH:27][C:28]=4[O:29][CH2:30][CH3:31])=[O:22])=[C:15]([F:40])[CH:14]=3)[CH:9]=[CH:8][N:7]=2)[CH:3]=[N:2]1.[ClH:41].CCOCC. The catalyst is CC#N. The product is [ClH:41].[NH:1]1[CH:5]=[C:4]([C:6]2[CH:11]=[C:10]([O:12][C:13]3[C:18]([F:19])=[CH:17][C:16]([NH:20][C:21]([C:23]4[C:24](=[O:39])[N:25]([C:32]5[CH:37]=[CH:36][C:35]([F:38])=[CH:34][CH:33]=5)[CH:26]=[CH:27][C:28]=4[O:29][CH2:30][CH3:31])=[O:22])=[C:15]([F:40])[CH:14]=3)[CH:9]=[CH:8][N:7]=2)[CH:3]=[N:2]1. The yield is 0.790.